This data is from Forward reaction prediction with 1.9M reactions from USPTO patents (1976-2016). The task is: Predict the product of the given reaction. Given the reactants [NH2:1][C:2]1[C:7]([C:8]2[CH:13]=[CH:12][C:11]([CH2:14][C:15]([NH2:17])=[O:16])=[CH:10][CH:9]=2)=[C:6]([O:18][C:19]2[CH:24]=[CH:23][C:22]([N+:25]([O-])=O)=[CH:21][C:20]=2[F:28])[CH:5]=[CH:4][N:3]=1.CN(C=O)C.CCO.[NH4+].[Cl-], predict the reaction product. The product is: [NH2:1][C:2]1[C:7]([C:8]2[CH:13]=[CH:12][C:11]([CH2:14][C:15]([NH2:17])=[O:16])=[CH:10][CH:9]=2)=[C:6]([O:18][C:19]2[CH:24]=[CH:23][C:22]([NH2:25])=[CH:21][C:20]=2[F:28])[CH:5]=[CH:4][N:3]=1.